Predict which catalyst facilitates the given reaction. From a dataset of Catalyst prediction with 721,799 reactions and 888 catalyst types from USPTO. (1) Reactant: [F:1][C:2]1([F:17])[CH2:6][CH2:5][N:4]([C:7](=[O:16])[CH:8]([N:10]2[CH2:15][CH2:14][NH:13][CH2:12][CH2:11]2)[CH3:9])[CH2:3]1.[C:18]([O:22][C:23]([N:25]1[C@@H:29]([C@H:30]([OH:37])[C:31]2[CH:36]=[CH:35][CH:34]=[CH:33][CH:32]=2)[CH2:28][CH2:27][C@H:26]1[CH2:38][C:39]1[CH:47]=[CH:46][C:42]([C:43](O)=[O:44])=[CH:41][CH:40]=1)=[O:24])([CH3:21])([CH3:20])[CH3:19].C(N(CC)C(C)C)(C)C. Product: [C:18]([O:22][C:23]([N:25]1[C@@H:29]([C@H:30]([OH:37])[C:31]2[CH:36]=[CH:35][CH:34]=[CH:33][CH:32]=2)[CH2:28][CH2:27][C@H:26]1[CH2:38][C:39]1[CH:47]=[CH:46][C:42]([C:43]([N:13]2[CH2:12][CH2:11][N:10]([CH:8]([CH3:9])[C:7]([N:4]3[CH2:5][CH2:6][C:2]([F:1])([F:17])[CH2:3]3)=[O:16])[CH2:15][CH2:14]2)=[O:44])=[CH:41][CH:40]=1)=[O:24])([CH3:21])([CH3:19])[CH3:20]. The catalyst class is: 9. (2) Reactant: [Br:1][C:2]1[CH:3]=[N:4][N:5]2[C:10](Cl)=[CH:9][C:8]([Cl:12])=[N:7][C:6]=12.[CH:13]1([CH2:16][NH2:17])[CH2:15][CH2:14]1.CCN(C(C)C)C(C)C.O. Product: [Br:1][C:2]1[CH:3]=[N:4][N:5]2[C:10]([NH:17][CH2:16][CH:13]3[CH2:15][CH2:14]3)=[CH:9][C:8]([Cl:12])=[N:7][C:6]=12. The catalyst class is: 2. (3) Reactant: [C:1]([C:5]1[CH:27]=[CH:26][C:8]([C:9]([NH:11][C@@H:12]([CH2:17][C:18]2[CH:23]=[CH:22][C:21]([C:24]#[N:25])=[CH:20][CH:19]=2)[C:13]([O:15][CH3:16])=[O:14])=[O:10])=[CH:7][CH:6]=1)([CH3:4])([CH3:3])[CH3:2].Cl.[NH2:29][OH:30]. Product: [C:1]([C:5]1[CH:27]=[CH:26][C:8]([C:9]([NH:11][C@@H:12]([CH2:17][C:18]2[CH:23]=[CH:22][C:21](/[C:24](=[N:29]/[OH:30])/[NH2:25])=[CH:20][CH:19]=2)[C:13]([O:15][CH3:16])=[O:14])=[O:10])=[CH:7][CH:6]=1)([CH3:4])([CH3:2])[CH3:3]. The catalyst class is: 14. (4) Reactant: [CH:1]([C@@H:14]1[CH2:20][C@@H:19]2[C@@H:17]([O:18]2)[CH2:16][O:15]1)([C:8]1[CH:13]=[CH:12][CH:11]=[CH:10][CH:9]=1)[C:2]1[CH:7]=[CH:6][CH:5]=[CH:4][CH:3]=1.[CH3:21][O:22][C:23]1[CH:30]=[CH:29][C:26]([CH2:27][NH2:28])=[CH:25][CH:24]=1. Product: [CH:1]([C@@H:14]1[CH2:20][C@@H:19]([OH:18])[C@H:17]([NH:28][CH2:27][C:26]2[CH:29]=[CH:30][C:23]([O:22][CH3:21])=[CH:24][CH:25]=2)[CH2:16][O:15]1)([C:8]1[CH:13]=[CH:12][CH:11]=[CH:10][CH:9]=1)[C:2]1[CH:3]=[CH:4][CH:5]=[CH:6][CH:7]=1. The catalyst class is: 8.